Dataset: Full USPTO retrosynthesis dataset with 1.9M reactions from patents (1976-2016). Task: Predict the reactants needed to synthesize the given product. (1) Given the product [C:7]([O:6][C:5](=[O:11])[NH:4][CH2:3][C@@H:2]1[O:1][C:27](=[O:28])[N:13]([C:14]2[CH:15]=[CH:16][C:17]3[N:23]([CH3:24])[C:22](=[O:25])[O:21][CH2:20][CH2:19][C:18]=3[CH:26]=2)[CH2:12]1)([CH3:8])([CH3:9])[CH3:10], predict the reactants needed to synthesize it. The reactants are: [OH:1][C@H:2]([CH2:12][NH:13][C:14]1[CH:15]=[CH:16][C:17]2[N:23]([CH3:24])[C:22](=[O:25])[O:21][CH2:20][CH2:19][C:18]=2[CH:26]=1)[CH2:3][NH:4][C:5](=[O:11])[O:6][C:7]([CH3:10])([CH3:9])[CH3:8].[C:27](N1C=CN=C1)(N1C=CN=C1)=[O:28]. (2) Given the product [Si:1]([O:18][C@H:19]1[CH2:22][CH2:23][CH2:24][O:25][CH2:32][O:21][CH2:20]1)([C:14]([CH3:17])([CH3:16])[CH3:15])([C:8]1[CH:13]=[CH:12][CH:11]=[CH:10][CH:9]=1)[C:2]1[CH:3]=[CH:4][CH:5]=[CH:6][CH:7]=1, predict the reactants needed to synthesize it. The reactants are: [Si:1]([O:18][C@@H:19]([CH2:22][CH2:23][CH2:24][OH:25])[CH2:20][OH:21])([C:14]([CH3:17])([CH3:16])[CH3:15])([C:8]1[CH:13]=[CH:12][CH:11]=[CH:10][CH:9]=1)[C:2]1[CH:7]=[CH:6][CH:5]=[CH:4][CH:3]=1.C=O.B(F)(F)F.[CH3:32]COCC. (3) Given the product [ClH:1].[CH3:2][O:3][C:4]1[CH:11]=[C:10]([O:12][CH3:13])[CH:9]=[CH:8][C:5]=1[C:6](=[NH:7])[O:16][CH2:14][CH3:15], predict the reactants needed to synthesize it. The reactants are: [ClH:1].[CH3:2][O:3][C:4]1[CH:11]=[C:10]([O:12][CH3:13])[CH:9]=[CH:8][C:5]=1[C:6]#[N:7].[CH2:14]([OH:16])[CH3:15]. (4) Given the product [ClH:53].[ClH:53].[CH:30]1([C@H:14]([NH:13][C:11](=[O:12])[C@H:9]([CH3:10])[NH:8][CH3:6])[C:15]([N:17]2[C@H:22]([C:23]([NH:52][C@@H:50]([C:40]3[C:49]4[C:44](=[CH:45][CH:46]=[CH:47][CH:48]=4)[CH:43]=[CH:42][CH:41]=3)[CH3:51])=[O:24])[CH2:21][N:20]3[CH2:27][CH2:28][CH2:29][C@@H:19]3[CH2:18]2)=[O:16])[CH2:35][CH2:34][CH2:33][CH2:32][CH2:31]1, predict the reactants needed to synthesize it. The reactants are: C(O[C:6]([N:8](C)[C@H:9]([C:11]([NH:13][C@@H:14]([CH:30]1[CH2:35][CH2:34][CH2:33][CH2:32][CH2:31]1)[C:15]([N:17]1[C@H:22]([C:23](OC)=[O:24])[CH2:21][N:20]2[CH2:27][CH2:28][CH2:29][C@@H:19]2[CH2:18]1)=[O:16])=[O:12])[CH3:10])=O)(C)(C)C.O.[OH-].[Li+].[C:40]1([C@H:50]([NH2:52])[CH3:51])[C:49]2[C:44](=[CH:45][CH:46]=[CH:47][CH:48]=2)[CH:43]=[CH:42][CH:41]=1.[Cl-:53].COC1N=C(OC)N=C([N+]2(C)CCOCC2)N=1.C(OCC)(=O)C.Cl. (5) Given the product [CH2:1]([O:3][C:4](=[O:37])[CH2:5][N:6]([CH2:10][CH2:11][CH2:12][CH2:13][N:14]([CH2:46][C:47]([O:49][CH2:50][CH3:51])=[O:48])[CH2:15][C:16]1[CH:21]=[CH:20][C:19]([CH2:22][N:23]([CH2:31][C:32]2[NH:33][CH:34]=[CH:35][N:36]=2)[CH2:24][C:25]2[N:26]([CH3:30])[CH:27]=[CH:28][N:29]=2)=[CH:18][CH:17]=1)[CH2:7][CH2:8][CH3:9])[CH3:2], predict the reactants needed to synthesize it. The reactants are: [CH2:1]([O:3][C:4](=[O:37])[CH2:5][N:6]([CH2:10][CH2:11][CH2:12][CH2:13][NH:14][CH2:15][C:16]1[CH:21]=[CH:20][C:19]([CH2:22][N:23]([CH2:31][C:32]2[NH:33][CH:34]=[CH:35][N:36]=2)[CH2:24][C:25]2[N:26]([CH3:30])[CH:27]=[CH:28][N:29]=2)=[CH:18][CH:17]=1)[CH2:7][CH2:8][CH3:9])[CH3:2].C(N(CC)CC)C.Br[CH2:46][C:47]([O:49][CH2:50][CH3:51])=[O:48].